This data is from Forward reaction prediction with 1.9M reactions from USPTO patents (1976-2016). The task is: Predict the product of the given reaction. Given the reactants [CH:1]1([CH2:4][O:5][C:6]2[CH:7]=[CH:8][C:9]3[C:13]([CH:14]=2)=[N:12][N:11]([C:15]2[CH:20]=[CH:19][C:18]([O:21][Si:22]([CH:29]([CH3:31])[CH3:30])([CH:26]([CH3:28])[CH3:27])[CH:23]([CH3:25])[CH3:24])=[CH:17][CH:16]=2)[CH:10]=3)[CH2:3][CH2:2]1.C([N-]C(C)C)(C)C.[Li+].C1C=CC(S(N(S(C2C=CC=CC=2)(=O)=O)[F:50])(=O)=O)=CC=1.O, predict the reaction product. The product is: [CH:1]1([CH2:4][O:5][C:6]2[CH:7]=[CH:8][C:9]3[C:13]([CH:14]=2)=[N:12][N:11]([C:15]2[CH:20]=[CH:19][C:18]([O:21][Si:22]([CH:26]([CH3:28])[CH3:27])([CH:23]([CH3:25])[CH3:24])[CH:29]([CH3:31])[CH3:30])=[CH:17][CH:16]=2)[C:10]=3[F:50])[CH2:2][CH2:3]1.